Predict the reaction yield, written as a fraction of the theoretical maximum amount of product (1.0 means a 100% yield; for example, 0.34 means a 34% yield). From a dataset of Reaction yield outcomes from USPTO patents with 853,638 reactions. (1) The reactants are CN(C)C=O.[H-].[Na+].[CH2:8]([C:10]1[CH:11]=[C:12]2[C:16](=[CH:17][CH:18]=1)[NH:15][C:14]([C:19]([O:21][CH2:22][C:23]1[CH:28]=[CH:27][CH:26]=[CH:25][CH:24]=1)=[O:20])=[CH:13]2)[CH3:9].Br[CH2:30][C:31]([O:33][CH3:34])=[O:32]. The catalyst is C(OCC)(=O)C. The product is [CH2:8]([C:10]1[CH:11]=[C:12]2[C:16](=[CH:17][CH:18]=1)[N:15]([CH2:30][C:31]([O:33][CH3:34])=[O:32])[C:14]([C:19]([O:21][CH2:22][C:23]1[CH:28]=[CH:27][CH:26]=[CH:25][CH:24]=1)=[O:20])=[CH:13]2)[CH3:9]. The yield is 0.950. (2) The reactants are FC(F)(F)C(O)=O.[Cl:8][C:9]1[CH:14]=[C:13]([F:15])[C:12]([C:16]2([C:36]#[N:37])[CH:20]([CH2:21][C:22]([CH3:25])([CH3:24])[CH3:23])[NH:19][CH:18]([C:26]([OH:28])=O)[CH:17]2[C:29]2[CH:34]=[CH:33][CH:32]=[C:31]([Cl:35])[CH:30]=2)=[C:11]([F:38])[CH:10]=1.CC1(C)[O:44][C@@H:43]([CH2:45][CH2:46][NH2:47])[CH2:42][O:41]1.CN(C(ON1N=NC2C=CC=NC1=2)=[N+](C)C)C.F[P-](F)(F)(F)(F)F.CCN(C(C)C)C(C)C.Cl. The catalyst is C(Cl)Cl.O1CCCC1. The product is [OH:44][C@H:43]([CH2:42][OH:41])[CH2:45][CH2:46][NH:47][C:26]([CH:18]1[CH:17]([C:29]2[CH:34]=[CH:33][CH:32]=[C:31]([Cl:35])[CH:30]=2)[C:16]([C:12]2[C:11]([F:38])=[CH:10][C:9]([Cl:8])=[CH:14][C:13]=2[F:15])([C:36]#[N:37])[CH:20]([CH2:21][C:22]([CH3:23])([CH3:24])[CH3:25])[NH:19]1)=[O:28]. The yield is 0.770. (3) The reactants are [CH2:1]([O:8][C:9]([NH:11][NH:12][C:13]([O:15][C:16]([CH3:19])([CH3:18])[CH3:17])=[O:14])=[O:10])[C:2]1[CH:7]=[CH:6][CH:5]=[CH:4][CH:3]=1.[CH2:20](Cl)Cl.BrN1[C:28](=O)[CH2:27][CH2:26][C:25]1=O. No catalyst specified. The product is [C:16]([O:15][C:13]([N:12]1[N:11]([C:9]([O:8][CH2:1][C:2]2[CH:3]=[CH:4][CH:5]=[CH:6][CH:7]=2)=[O:10])[CH:28]2[CH2:20][CH:25]1[CH:26]=[CH:27]2)=[O:14])([CH3:19])([CH3:18])[CH3:17]. The yield is 0.540. (4) The reactants are [CH3:1][N:2]1[CH:7]=[CH:6][C:5]([C:8]2[CH:13]=[CH:12][C:11]([N:14]3[CH2:18][C@H:17]([CH2:19][NH:20][C:21](=[O:23])[CH3:22])[O:16][C:15]3=[O:24])=[CH:10][CH:9]=2)=[CH:4][C:3]1=[O:25]. The catalyst is CO.[Pd]. The product is [CH3:1][N:2]1[CH2:7][CH2:6][CH:5]([C:8]2[CH:13]=[CH:12][C:11]([N:14]3[CH2:18][C@H:17]([CH2:19][NH:20][C:21](=[O:23])[CH3:22])[O:16][C:15]3=[O:24])=[CH:10][CH:9]=2)[CH2:4][C:3]1=[O:25]. The yield is 0.960. (5) The reactants are [CH2:1]([C@H:8]([NH:31][C:32](=[O:42])[O:33][C@@H:34]1[C@H:41]2[C@H:37]([O:38][CH2:39][CH2:40]2)[O:36][CH2:35]1)[C@H:9]([OH:30])[CH2:10][N:11]([O:24][CH:25]([CH2:28][CH3:29])[CH2:26][CH3:27])[S:12]([C:15]1[CH:20]=[CH:19][C:18]([N+:21]([O-])=O)=[CH:17][CH:16]=1)(=[O:14])=[O:13])[C:2]1[CH:7]=[CH:6][CH:5]=[CH:4][CH:3]=1. The catalyst is CO.[Pd]. The product is [NH2:21][C:18]1[CH:17]=[CH:16][C:15]([S:12]([N:11]([O:24][CH:25]([CH2:28][CH3:29])[CH2:26][CH3:27])[CH2:10][C@@H:9]([OH:30])[C@@H:8]([NH:31][C:32](=[O:42])[O:33][C@@H:34]2[C@H:41]3[C@H:37]([O:38][CH2:39][CH2:40]3)[O:36][CH2:35]2)[CH2:1][C:2]2[CH:3]=[CH:4][CH:5]=[CH:6][CH:7]=2)(=[O:14])=[O:13])=[CH:20][CH:19]=1. The yield is 0.710. (6) The reactants are [F:1][C:2]1[CH:25]=[CH:24][CH:23]=[C:22]([O:26][CH3:27])[C:3]=1[O:4][C:5]1[CH:10]=[CH:9][C:8]([CH:11]=O)=[CH:7][C:6]=1[NH:13][C:14]([NH:16][C:17]1[S:18][CH:19]=[CH:20][N:21]=1)=[O:15].[NH:28]1[CH2:33][CH2:32][O:31][CH2:30][CH2:29]1. No catalyst specified. The product is [F:1][C:2]1[CH:25]=[CH:24][CH:23]=[C:22]([O:26][CH3:27])[C:3]=1[O:4][C:5]1[CH:10]=[CH:9][C:8]([CH2:11][N:28]2[CH2:33][CH2:32][O:31][CH2:30][CH2:29]2)=[CH:7][C:6]=1[NH:13][C:14]([NH:16][C:17]1[S:18][CH:19]=[CH:20][N:21]=1)=[O:15]. The yield is 0.780.